The task is: Regression/Classification. Given a drug SMILES string, predict its absorption, distribution, metabolism, or excretion properties. Task type varies by dataset: regression for continuous measurements (e.g., permeability, clearance, half-life) or binary classification for categorical outcomes (e.g., BBB penetration, CYP inhibition). Dataset: cyp2d6_veith.. This data is from CYP2D6 inhibition data for predicting drug metabolism from PubChem BioAssay. The drug is CCOc1ncnc2c1oc1nc(CC(C)C)c3c(c12)CC(C)(C)OC3. The result is 0 (non-inhibitor).